This data is from Cav3 T-type calcium channel HTS with 100,875 compounds. The task is: Binary Classification. Given a drug SMILES string, predict its activity (active/inactive) in a high-throughput screening assay against a specified biological target. (1) The drug is o1c(NC(C)C)c(nc1c1ccc(OC)cc1)C#N. The result is 0 (inactive). (2) The molecule is O=C(N1CCN(CC1)c1nc(c2c(n1)cccc2)c1ccccc1)CCCC(O)=O. The result is 0 (inactive). (3) The compound is FC(F)(F)c1cc(NC(=O)NC)ccc1. The result is 0 (inactive). (4) The drug is O=C1N(C(=O)CC1N1CCN(CC1)C(c1ccccc1)c1ccccc1)C. The result is 0 (inactive). (5) The drug is S(Cc1oc(c(c1)C(OC)=O)C)c1[nH]c2c(n1)cccc2. The result is 0 (inactive).